From a dataset of Experimentally validated miRNA-target interactions with 360,000+ pairs, plus equal number of negative samples. Binary Classification. Given a miRNA mature sequence and a target amino acid sequence, predict their likelihood of interaction. (1) The miRNA is mmu-miR-1a-3p with sequence UGGAAUGUAAAGAAGUAUGUAU. The protein sequence of the target gene is MLRLPTVLRQMRPVSRALAPHLTRAYAKDVKFGADARALMLQGVDLLADAVAVTMGPKGRTVIIEQSWGSPKVTKDGVTVAKSIDLKDKYKNIGAKLVQDVANNTNEEAGDGTTTATVLARSIAKEGFEKISKGANPVEIRRGVMLAVDAVIAELKKQSKPVTTPEEIAQVATISANGDKDIGNIISDAMKKVGRKGVITVKDGKTLNDELEIIEGMKFDRGYISPYFINTSKGQKCEFQDAYVLLSEKKISSVQSIVPALEIANAHRKPLVIIAEDVDGEALSTLVLNRLKVGLQVVAV.... Result: 1 (interaction). (2) The miRNA is hsa-miR-1306-3p with sequence ACGUUGGCUCUGGUGGUG. The protein sequence of the target gene is MDQQMALTWGLCYMALVALCWGHGVTEAEETVPLKTLQCYNDYTNHIICSWADTEDAQGLINMTLYHQLEKKQPVSCELSEELMWSECPSSHRCVPRRCVIPYTRFSITNEDYYSFRPDSDLGIQLMVPLAQNVQPPLPKNVSISSSEDRFLLEWSVSLGDAQVSWLSSKDIEFEVAYKRLQDSWEDAYSLHTSKFQVNFEPKLFLPNSIYAARVRTRLSPGSSLSGRPSRWSPEVHWDSQPGDKAQPQNLQCFFDGIQSLHCSWEVWTQTTGSVSFGLFYRPSPVAPEEKCSPVVKEPP.... Result: 0 (no interaction). (3) The miRNA is hsa-miR-4662a-5p with sequence UUAGCCAAUUGUCCAUCUUUAG. The protein sequence of the target gene is MQARALLLAALAALALAREPPAAPCPARCDVSRCPSPRCPGGYVPDLCNCCLVCAASEGEPCGGPLDSPCGESLECVRGLCRCRWSHAVCGTDGHTYANVCALQAASRRALQLSGTPVRQLQKGACPLGLHQLSSPRYKFNFIADVVEKIAPAVVHIELFLRHPLFGRNVPLSSGSGFIMSEAGLIITNAHVVSSNSAAPGRQQLKVQLQNGDSYEATIKDIDKKSDIATIKIHPKKKLPVLLLGHSADLRPGEFVVAIGSPFALQNTVTTGIVSTAQREGRELGLRDSDMDYIQTDAII.... Result: 0 (no interaction). (4) The miRNA is mmu-miR-215-5p with sequence AUGACCUAUGAUUUGACAGAC. The protein sequence of the target gene is MASKRKSTTPCMVRTSQVVEQDVPEEVDRAKEKGIGTPQPDVAKDSWAAELENSSKENEVIEVKSMGESQSKKLQGGYECKYCPYSTQNLNEFTEHVDMQHPNVILNPLYVCAECNFTTKKYDSLSDHNSKFHPGEANFKLKLIKRNNQTVLEQSIETTNHVVSITTSGPGTGDSDSGISVSKTPIMKPGKPKADAKKVPKKPEEITPENHVEGTARLVTDTAEILSRLGGVELLQDTLGHVMPSVQLPPNINLVPKVPVPLNTTKYNSALDTNATMINSFNKFPYPTQAELSWLTAASK.... Result: 0 (no interaction).